Dataset: Cav3 T-type calcium channel HTS with 100,875 compounds. Task: Binary Classification. Given a drug SMILES string, predict its activity (active/inactive) in a high-throughput screening assay against a specified biological target. (1) The drug is s1c(n2c(c(c(c2C)C(=O)C)C(=O)C)C)nc(c1C)c1cc(OC)c(OC)cc1. The result is 0 (inactive). (2) The molecule is N1C2(c3c(C1Cc1c2cccc1)cccc3)C. The result is 0 (inactive).